The task is: Predict the product of the given reaction.. This data is from Forward reaction prediction with 1.9M reactions from USPTO patents (1976-2016). (1) Given the reactants [I:1][C:2]1[CH:3]=[C:4]2[C:8](=[CH:9][C:10]=1[C:11]([F:14])([F:13])[F:12])[CH2:7][NH:6][CH2:5]2.[CH3:15][S:16]([C:19]1[CH:20]=[CH:21][C:22]([O:28][C@@H:29]([CH3:34])[C:30]([F:33])([F:32])[F:31])=[C:23]([CH:27]=1)[C:24](O)=[O:25])(=[O:18])=[O:17], predict the reaction product. The product is: [I:1][C:2]1[CH:3]=[C:4]2[C:8](=[CH:9][C:10]=1[C:11]([F:12])([F:14])[F:13])[CH2:7][N:6]([C:24]([C:23]1[CH:27]=[C:19]([S:16]([CH3:15])(=[O:17])=[O:18])[CH:20]=[CH:21][C:22]=1[O:28][C@@H:29]([CH3:34])[C:30]([F:32])([F:33])[F:31])=[O:25])[CH2:5]2. (2) Given the reactants [CH3:1][C:2]1[CH:3]=[C:4]([OH:24])[CH:5]=[C:6]([CH3:23])[C:7]=1[CH2:8][C:9]1[CH:14]=[CH:13][C:12](COCOC)=[C:11]([CH:20]([CH3:22])[CH3:21])[CH:10]=1.[C:25]([O-:28])([O-])=[O:26].[Cs+].[Cs+].[Br:31][CH2:32][CH2:33]Br.[CH3:35]N(C=O)C, predict the reaction product. The product is: [Br:31][CH2:32][CH2:33][O:24][C:4]1[CH:5]=[C:6]([CH3:23])[C:7]([CH2:8][C:9]2[CH:14]=[CH:13][C:12]([O:26][CH2:25][O:28][CH3:35])=[C:11]([CH:20]([CH3:21])[CH3:22])[CH:10]=2)=[C:2]([CH3:1])[CH:3]=1.